This data is from Forward reaction prediction with 1.9M reactions from USPTO patents (1976-2016). The task is: Predict the product of the given reaction. (1) Given the reactants [Br:1][C:2]1[CH:3]=[CH:4][C:5]([N:8]2[CH2:13][CH2:12][NH:11][CH2:10][CH2:9]2)=[N:6][CH:7]=1.[O:14](C(OC(C)(C)C)=O)[C:15]([O:17][C:18]([CH3:21])([CH3:20])[CH3:19])=O, predict the reaction product. The product is: [Br:1][C:2]1[CH:3]=[CH:4][C:5]([N:8]2[CH2:9][CH2:10][N:11]([C:15]([O:17][C:18]([CH3:21])([CH3:20])[CH3:19])=[O:14])[CH2:12][CH2:13]2)=[N:6][CH:7]=1. (2) Given the reactants [CH3:1][S:2][C:3]1[C:11]2[C:6](=[CH:7][C:8]([C:12]([O:14][CH3:15])=[O:13])=[CH:9][CH:10]=2)[NH:5][N:4]=1.Cl[C:17]1[N:22]=[CH:21][C:20]([C:23]2[CH:28]=[CH:27][CH:26]=[CH:25][CH:24]=2)=[CH:19][N:18]=1.C(=O)([O-])[O-].[K+].[K+], predict the reaction product. The product is: [CH3:1][S:2][C:3]1[C:11]2[C:6](=[CH:7][C:8]([C:12]([O:14][CH3:15])=[O:13])=[CH:9][CH:10]=2)[N:5]([C:17]2[N:18]=[CH:19][C:20]([C:23]3[CH:28]=[CH:27][CH:26]=[CH:25][CH:24]=3)=[CH:21][N:22]=2)[N:4]=1. (3) Given the reactants [CH3:1][C:2]1([CH3:21])[C:11]2[C:6](=[CH:7][CH:8]=[C:9](OS(C(F)(F)F)(=O)=O)[CH:10]=2)[C:5](=[O:20])[CH2:4][CH2:3]1.[CH3:22][Si:23](C#C)([CH3:25])[CH3:24].[CH2:28](N(CC)CC)[CH3:29], predict the reaction product. The product is: [CH3:1][C:2]1([CH3:21])[C:11]2[C:6](=[CH:7][CH:8]=[C:9]([Si:23]([CH3:25])([CH3:24])[CH3:22])[CH:10]=2)[C:5](=[O:20])[CH:4]([C:28]#[CH:29])[CH2:3]1. (4) Given the reactants C[Si]([N-][Si](C)(C)C)(C)C.[Na+].Br[C:12](Br)=[CH:13][CH2:14][CH2:15][C:16]1[CH:17]=[C:18]([CH:21]=[CH:22][CH:23]=1)[C:19]#[N:20].[Li]CCCC, predict the reaction product. The product is: [CH2:15]([C:16]1[CH:17]=[C:18]([CH:21]=[CH:22][CH:23]=1)[C:19]#[N:20])[CH2:14][C:13]#[CH:12]. (5) Given the reactants [CH:1]1([Si:4]([CH:11]2[CH2:13][CH2:12]2)([C:6]([OH:10])([CH3:9])[CH2:7][CH3:8])[CH3:5])[CH2:3][CH2:2]1.[CH:14]1([SiH](C2CC2)C(=O)CCC)CC1.C([Li])C, predict the reaction product. The product is: [CH:11]1([Si:4]([CH:1]2[CH2:3][CH2:2]2)([C:6]([CH2:9][CH3:14])([OH:10])[CH2:7][CH3:8])[CH3:5])[CH2:12][CH2:13]1. (6) Given the reactants [NH2:1][C:2]1[C:7]2=[CH:8][CH:9]=[C:10]([CH:11]3[CH2:16][CH2:15][CH2:14][CH2:13][N:12]3C(OC(C)(C)C)=O)[N:6]2[N:5]=[CH:4][N:3]=1.[CH2:24]([N:31]1[CH:39]=[C:38]2[C:33]([CH:34]=[C:35](B3OC(C)(C)C(C)(C)O3)[CH:36]=[CH:37]2)=[N:32]1)[C:25]1[CH:30]=[CH:29][CH:28]=[CH:27][CH:26]=1, predict the reaction product. The product is: [CH2:24]([N:31]1[CH:39]=[C:38]2[C:33]([CH:34]=[C:35]([C:8]3[CH:9]=[C:10]([CH:11]4[CH2:16][CH2:15][CH2:14][CH2:13][NH:12]4)[N:6]4[C:7]=3[C:2]([NH2:1])=[N:3][CH:4]=[N:5]4)[CH:36]=[CH:37]2)=[N:32]1)[C:25]1[CH:30]=[CH:29][CH:28]=[CH:27][CH:26]=1.